From a dataset of Peptide-MHC class II binding affinity with 134,281 pairs from IEDB. Regression. Given a peptide amino acid sequence and an MHC pseudo amino acid sequence, predict their binding affinity value. This is MHC class II binding data. (1) The MHC is DRB1_0404 with pseudo-sequence DRB1_0404. The peptide sequence is YDKFLAYVSTVLTGK. The binding affinity (normalized) is 0.794. (2) The peptide sequence is NYLALLVKFVAGDGD. The MHC is HLA-DQA10501-DQB10201 with pseudo-sequence HLA-DQA10501-DQB10201. The binding affinity (normalized) is 0.240. (3) The peptide sequence is AAKEDFLGCLVKEIP. The MHC is DRB1_0405 with pseudo-sequence DRB1_0405. The binding affinity (normalized) is 0.169. (4) The peptide sequence is RPGPSRGVQGFIFFF. The MHC is HLA-DQA10501-DQB10303 with pseudo-sequence HLA-DQA10501-DQB10303. The binding affinity (normalized) is 0.335. (5) The peptide sequence is TELQIVDKIDAAFKI. The MHC is DRB1_0701 with pseudo-sequence DRB1_0701. The binding affinity (normalized) is 0.761. (6) The peptide sequence is EKKEFAATQFEPLAA. The MHC is HLA-DPA10201-DPB11401 with pseudo-sequence HLA-DPA10201-DPB11401. The binding affinity (normalized) is 0.594. (7) The MHC is HLA-DQA10102-DQB10602 with pseudo-sequence HLA-DQA10102-DQB10602. The binding affinity (normalized) is 0.439. The peptide sequence is LDGNLLSSNDLAKYK.